Dataset: Reaction yield outcomes from USPTO patents with 853,638 reactions. Task: Predict the reaction yield, written as a fraction of the theoretical maximum amount of product (1.0 means a 100% yield; for example, 0.34 means a 34% yield). (1) The reactants are B(F)(F)F.CCOCC.[BH4-].[Na+].[CH3:12][O:13][C:14]([C:16]1[CH:21]=[CH:20][C:19]([C:22]2[O:23][C:24]([CH3:32])=[C:25]([CH2:27][CH2:28][C:29](O)=[O:30])[N:26]=2)=[CH:18][CH:17]=1)=[O:15]. The catalyst is O1CCCC1. The product is [OH:30][CH2:29][CH2:28][CH2:27][C:25]1[N:26]=[C:22]([C:19]2[CH:18]=[CH:17][C:16]([C:14]([O:13][CH3:12])=[O:15])=[CH:21][CH:20]=2)[O:23][C:24]=1[CH3:32]. The yield is 0.850. (2) The reactants are [CH:1]1([C:4]2[NH:8][N:7]=[C:6]([NH:9][C:10]3[C:19]4[C:14](=[CH:15][CH:16]=[CH:17][CH:18]=4)[N:13]=[C:12](Cl)[N:11]=3)[CH:5]=2)[CH2:3][CH2:2]1.[CH3:21][CH:22]1[CH2:27][CH2:26][NH:25][CH2:24][CH2:23]1.C(=O)([O-])[O-].[K+].[K+]. The catalyst is C(O)(C)(C)C. The product is [CH:1]1([C:4]2[CH:5]=[C:6]([NH:9][C:10]3[C:19]4[C:14](=[CH:15][CH:16]=[CH:17][CH:18]=4)[N:13]=[C:12]([N:25]4[CH2:26][CH2:27][CH:22]([CH3:21])[CH2:23][CH2:24]4)[N:11]=3)[NH:7][N:8]=2)[CH2:3][CH2:2]1. The yield is 0.850. (3) The product is [CH3:1][O:2][C:3]([C:5]1[C:10]([O:11][CH3:12])=[CH:9][CH:8]=[CH:7][N:6]=1)=[O:4]. The yield is 0.540. The catalyst is CCOC(C)=O.O. The reactants are [CH3:1][O:2][C:3]([C:5]1[C:10]([OH:11])=[CH:9][CH:8]=[CH:7][N:6]=1)=[O:4].[C:12]([O-])([O-])=O.[K+].[K+].CN(C=O)C. (4) The catalyst is CO. The reactants are [Cl:1][C:2]1[CH:24]=[CH:23][C:5]2[N:6]=[C:7]([C:9]3[CH:10]=[C:11]([C:15]4([CH3:22])[NH:20][C:19](=S)[CH2:18][O:17][CH2:16]4)[CH:12]=[CH:13][CH:14]=3)[O:8][C:4]=2[CH:3]=1.[NH3:25]. The yield is 0.0900. The product is [ClH:1].[Cl:1][C:2]1[CH:24]=[CH:23][C:5]2[N:6]=[C:7]([C:9]3[CH:10]=[C:11]([C:15]4([CH3:22])[CH2:16][O:17][CH2:18][C:19]([NH2:25])=[N:20]4)[CH:12]=[CH:13][CH:14]=3)[O:8][C:4]=2[CH:3]=1. (5) The reactants are [CH3:1][N:2]1[C:6]2[CH:7]=[C:8]([O:21][C:22]3[CH:27]=[CH:26][CH:25]=[C:24]([O:28][CH2:29][C:30]4([CH3:33])[CH2:32][O:31]4)[CH:23]=3)[C:9]([NH:11][S:12]([C:15]3[N:16]=[CH:17][N:18]([CH3:20])[CH:19]=3)(=[O:14])=[O:13])=[CH:10][C:5]=2[N:4]([CH3:34])[C:3]1=[O:35].C(O)(C(F)(F)F)=O.[CH3:43][OH:44]. No catalyst specified. The product is [OH:44][CH2:43][C:30]([O:31][CH3:32])([CH3:33])[CH2:29][O:28][C:24]1[CH:23]=[C:22]([CH:27]=[CH:26][CH:25]=1)[O:21][C:8]1[C:9]([NH:11][S:12]([C:15]2[N:16]=[CH:17][N:18]([CH3:20])[CH:19]=2)(=[O:13])=[O:14])=[CH:10][C:5]2[N:4]([CH3:34])[C:3](=[O:35])[N:2]([CH3:1])[C:6]=2[CH:7]=1. The yield is 0.160. (6) The yield is 0.720. The reactants are [C:1]([C:5]1[CH:6]=[C:7]2[C:11](=[C:12]([C:14]3[CH:19]=[CH:18][CH:17]=[CH:16][CH:15]=3)[CH:13]=1)[CH2:10][C:9]([CH3:20])=[CH:8]2)([CH3:4])([CH3:3])[CH3:2].[Li]CCCC.[C:26]([C:30]1[CH:38]=[C:37]2[C:33]([CH:34]=[C:35]([CH3:43])[CH:36]2[Si:39](Cl)([CH3:41])[CH3:40])=[C:32]([C:44]2[CH:49]=[CH:48][CH:47]=[CH:46][CH:45]=2)[C:31]=1[O:50][CH3:51])([CH3:29])([CH3:28])[CH3:27].O. The catalyst is CCOCC.C([Cu])#N. The product is [C:26]([C:30]1[CH:38]=[C:37]2[C:33]([CH:34]=[C:35]([CH3:43])[CH:36]2[Si:39]([CH:8]2[C:7]3[C:11](=[C:12]([C:14]4[CH:15]=[CH:16][CH:17]=[CH:18][CH:19]=4)[CH:13]=[C:5]([C:1]([CH3:4])([CH3:3])[CH3:2])[CH:6]=3)[CH:10]=[C:9]2[CH3:20])([CH3:41])[CH3:40])=[C:32]([C:44]2[CH:49]=[CH:48][CH:47]=[CH:46][CH:45]=2)[C:31]=1[O:50][CH3:51])([CH3:29])([CH3:28])[CH3:27].